This data is from Experimentally validated miRNA-target interactions with 360,000+ pairs, plus equal number of negative samples. The task is: Binary Classification. Given a miRNA mature sequence and a target amino acid sequence, predict their likelihood of interaction. (1) The miRNA is mmu-miR-136-5p with sequence ACUCCAUUUGUUUUGAUGAUGG. The protein sequence of the target gene is MASLGLQLVGYILGLLGLLGTLVAMLLPSWKTSSYVGASIVTAVGFSKGLWMECATHSTGITQCDIYSTLLGLPADIQAAQAMMVTSSAISSLACIISVVGMRCTVFCQESRAKDRVAVAGGVFFILGGLLGFIPVAWNLHGILRDFYSPLVPDSMKFEIGEALYLGIISSLFSLIAGIILCFSCSSQRNRSNYYDAYQAQPLATRSSPRPGQPPKVKSEFNSYSLTGYV. Result: 0 (no interaction). (2) The miRNA is hsa-miR-6509-5p with sequence AUUAGGUAGUGGCAGUGGAAC. The protein sequence of the target gene is MLFIFNFLFSPLPTPALICILTFGAAIFLWLITRPQPVLPLLDLNNQSVGIEGGARKGVSQKNNDLTSCCFSDAKTMYEVFQRGLAVSDNGPCLGYRKPNQPYRWLSYKQVSDRAEYLGSCLLHKGYKSSPDQFVGIFAQNRPEWIISELACYTYSMVAVPLYDTLGPEAIVHIVNKADIAMVICDTPQKALVLIGNVEKGFTPSLKVIILMDPFDDDLKQRGEKSGIEILSLYDAENLGKEHFRKPVPPSPEDLSVICFTSGTTGDPKGAMITHQNIVSNAAAFLKCVEHAYEPTPDDV.... Result: 0 (no interaction). (3) The miRNA is hsa-miR-1910-3p with sequence GAGGCAGAAGCAGGAUGACA. The protein sequence of the target gene is MKVSVAALSCLMLVAVLGSQAQFINDAETELMMSKLPLENPVVLNSFHFAADCCTSYISQSIPCSLMKSYFETSSECSKPGVIFLTKKGRQVCAKPSGPGVQDCMKKLKPYSI. Result: 0 (no interaction). (4) The miRNA is hsa-miR-19b-1-5p with sequence AGUUUUGCAGGUUUGCAUCCAGC. The protein sequence of the target gene is MFVPCGESAPDLAGFTLLMPAVSVGNVGQLAMDLIISTLNMSKIGYFYTDCLVPMVGNNPYATTEGNSTELSINAEVYSLPSRKLVALQLRSIFIKYKSKPFCEKLLSWVKSSGCARVIVLSSSHSYQRNDLQLRSTPFRYLLTPSMQKSVQNKIKSLNWEEMEKSRCIPEIDDSEFCIRIPGGGITKTLYDESCSKEIQMAVLLKFVSEGDNIPDALGLVEYLNEWLQILKPLSDDPTVSASRWKIPSSWRLLFGSGLPPALF. Result: 1 (interaction). (5) The miRNA is mmu-miR-3077-3p with sequence CUGACUCCCUGCUUCUCCGCAG. The protein sequence of the target gene is MAAPAPGAGAASGGAGCSGGGAGAGAGSGSGAAGAGGRLPSRVLELVFSYLELSELRSCALVCKHWYRCLHGDENSEVWRSLCARSLAEEALRTDILCNLPSYKAKIRAFQHAFSTNDCSRNVYIKKNGFTLHRNPIAQSTDGARTKIGFSEGRHAWEVWWEGPLGTVAVIGIATKRAPMQCQGYVALLGSDDQSWGWNLVDNNLLHNGEVNGSFPQCNNAPKYQIGERIRVILDMEDKTLAFERGYEFLGVAFRGLPKVCLYPAVSAVYGNTEVTLVYLGKPLDG. Result: 0 (no interaction). (6) The miRNA is hsa-miR-4524a-5p with sequence AUAGCAGCAUGAACCUGUCUCA. The protein sequence of the target gene is MAIRRCWPRVVPGPALGWLLLLLNVLAPGRASPRLLDFPAPVCAQEGLSCRVKNSTCLDDSWIHPKNLTPSSPKNIYINLSVSSTQHGELVPVLHVEWTLQTDASILYLEGAELSVLQLNTNERLCVKFQFLSMLQHHRKRWRFSFSHFVVDPGQEYEVTVHHLPKPIPDGDPNHKSKIIFVPDCEDSKMKMTTSCVSSGSLWDPNITVETLDTQHLRVDFTLWNESTPYQVLLESFSDSENHSCFDVVKQIFAPRQEEFHQRANVTFTLSKFHWCCHHHVQVQPFFSSCLNDCLRHAVT.... Result: 0 (no interaction). (7) The miRNA is hsa-miR-616-3p with sequence AGUCAUUGGAGGGUUUGAGCAG. The protein sequence of the target gene is MDHTSPTYMLANLTHLHSEQLLQGLNLLRQHHELCDIILRVGDVKIHAHKVVLASVSPYFKAMFTGNLSEKENSEVEFQCIDETALQAIVEYAYTGTVFISQDTVESLLPAANLLQIKLVLKECCAFLESQLDPGNCIGISRFAETYGCRDLYLAATKYICQNFEAVCQTEEFFELTHADLDEIVSNDCLNVATEETVFYALESWIKYDVQERQKYLAQLLNSVRLPLLSVKFLTRLYEANHLIRDDRTCKHLLNEALKYHFMPEHRLSHQTVLMTRPRCAPKVLCAVGGKSGLFACLDS.... Result: 0 (no interaction). (8) The miRNA is hsa-miR-497-5p with sequence CAGCAGCACACUGUGGUUUGU. The protein sequence of the target gene is MSRLLPLLRSRTARSLRPGPAAAAAPRPPSWCCCGRGLLALAPPGGLPGGPRRLGTHPKKEPMEALNTAQGARDFIYSLHSTERSCLLKELHRFESIAIAQEKLEAPPPTPGQLRYVFIHNAIPFIGFGFLDNAIMIVAGTHIEMSIGIILGISTMAAAALGNLVSDLAGLGLAGYVEALASRLGLSIPDLTPKQVDMWQTRLSTHLGKAVGVTIGCILGMFPLIFFGGGEEDEKLETKS. Result: 0 (no interaction). (9) The miRNA is hsa-miR-6733-3p with sequence UCAGUGUCUGGAUUUCCUAG. The protein sequence of the target gene is MDFPGHFEQIFQQLNYQRLHGQLCDCVIVVGNRHFKAHRSVLAACSTHFRALFSVAEGDQTMNMIQLDSEVVTAEAFAALIDMMYTSTLMLGESNVMDVLLAASHLHLNSVVKACKHYLTTRTLPMSPPSERVQEQSARMQRSFMLQQLGLSIVSSALNSSQNGEEQPAPMSSSMRSNLDQRTPFPMRRLHKRKQSAEERARQRLRPSIDESAISDVTPENGPSGVHSREEFFSPDSLKIVDNPKADGMTDNQEDSAIMFDQSFGTQEDAQVPSQSDNSAGNMAQLSMASRATQVETSFD.... Result: 1 (interaction). (10) The miRNA is hsa-miR-33a-3p with sequence CAAUGUUUCCACAGUGCAUCAC. The protein sequence of the target gene is MAAAEAGGDDARCVRLSAERAQALLADVDTLLFDCDGVLWRGETAVPGAPEALRALRARGKRLGFITNNSSKTRAAYAEKLRRLGFGGPAGPGASLEVFGTAYCTALYLRQRLAGAPAPKAYVLGSPALAAELEAVGVASVGVGPEPLQGEGPGDWLHAPLEPDVRAVVVGFDPHFSYMKLTKALRYLQQPGCLLVGTNMDNRLPLENGRFIAGTGCLVRAVEMAAQRQADIIGKPSRFIFDCVSQEYGINPERTVMVGDRLDTDILLGATCGLKTILTLTGVSTLGDVKNNQESDCVSK.... Result: 0 (no interaction).